Task: Predict which catalyst facilitates the given reaction.. Dataset: Catalyst prediction with 721,799 reactions and 888 catalyst types from USPTO Reactant: [CH3:1][O:2][C:3]1[CH:4]=[C:5]2[C:10](=[CH:11][C:12]=1[O:13][CH3:14])[N:9]=[CH:8][CH:7]=[C:6]2[O:15][C:16]1[CH:22]=[CH:21][C:19]([NH2:20])=[C:18]([CH3:23])[C:17]=1[CH3:24].C(N(CC)CC)C.[C:32](Cl)(Cl)=[S:33].[N:36]1([CH2:42][CH2:43][NH2:44])[CH2:41][CH2:40][CH2:39][CH2:38][CH2:37]1. Product: [CH3:1][O:2][C:3]1[CH:4]=[C:5]2[C:10](=[CH:11][C:12]=1[O:13][CH3:14])[N:9]=[CH:8][CH:7]=[C:6]2[O:15][C:16]1[CH:22]=[CH:21][C:19]([NH:20][C:32]([NH:44][CH2:43][CH2:42][N:36]2[CH2:41][CH2:40][CH2:39][CH2:38][CH2:37]2)=[S:33])=[C:18]([CH3:23])[C:17]=1[CH3:24]. The catalyst class is: 42.